Dataset: Forward reaction prediction with 1.9M reactions from USPTO patents (1976-2016). Task: Predict the product of the given reaction. (1) Given the reactants [NH2:1][CH:2]([C:7]([F:10])([F:9])[F:8])[CH2:3][C:4]([OH:6])=[O:5].[ClH:11].[CH3:12]O, predict the reaction product. The product is: [ClH:11].[NH2:1][CH:2]([C:7]([F:10])([F:9])[F:8])[CH2:3][C:4]([O:6][CH3:12])=[O:5]. (2) The product is: [N:24]1([C:10](=[O:12])[C@@H:9]([NH:8][C:6](=[O:7])[O:5][C:1]([CH3:2])([CH3:3])[CH3:4])[CH:13]([CH3:15])[CH3:14])[CH2:23][CH2:22][CH2:26]1. Given the reactants [C:1]([O:5][C:6]([NH:8][C@@H:9]([CH:13]([CH3:15])[CH3:14])[C:10]([OH:12])=O)=[O:7])([CH3:4])([CH3:3])[CH3:2].CCN=C=NC[CH2:22][CH2:23][N:24]([CH3:26])C.Cl.ON1C(=O)CCC1=O.CCN(C(C)C)C(C)C.N1CCC1, predict the reaction product. (3) Given the reactants [OH:1][C:2]1[CH:7]=[CH:6][C:5]([CH2:8][C:9]([N:11]2[CH2:16][CH2:15][N:14]([C:17]3[N:24]=[CH:23][CH:22]=[CH:21][C:18]=3[C:19]#[N:20])[CH2:13][CH2:12]2)=[O:10])=[CH:4][CH:3]=1.[H-].[Na+].Br[CH2:28][C:29]1[CH:34]=[CH:33][CH:32]=[CH:31][N:30]=1, predict the reaction product. The product is: [N:30]1[CH:31]=[CH:32][CH:33]=[CH:34][C:29]=1[CH2:28][O:1][C:2]1[CH:7]=[CH:6][C:5]([CH2:8][C:9]([N:11]2[CH2:12][CH2:13][N:14]([C:17]3[N:24]=[CH:23][CH:22]=[CH:21][C:18]=3[C:19]#[N:20])[CH2:15][CH2:16]2)=[O:10])=[CH:4][CH:3]=1. (4) The product is: [Cl:1][C:2]1[CH:3]=[C:4]([NH:16][C:17]2[C:22]([C:23]#[N:24])=[CH:21][N:20]=[C:19]3[S:25][C:26]4[CH2:27][N:28]([C:38](=[O:39])/[CH:37]=[CH:36]/[CH2:35][N:34]([CH3:41])[CH3:33])[CH2:29][CH2:30][C:31]=4[C:18]=23)[CH:5]=[CH:6][C:7]=1[O:8][CH2:9][C:10]1[CH:15]=[CH:14][CH:13]=[CH:12][N:11]=1. Given the reactants [Cl:1][C:2]1[CH:3]=[C:4]([NH:16][C:17]2[C:22]([C:23]#[N:24])=[CH:21][N:20]=[C:19]3[S:25][C:26]4[CH2:27][NH:28][CH2:29][CH2:30][C:31]=4[C:18]=23)[CH:5]=[CH:6][C:7]=1[O:8][CH2:9][C:10]1[CH:15]=[CH:14][CH:13]=[CH:12][N:11]=1.Cl.[CH3:33][N:34]([CH3:41])[CH2:35]/[CH:36]=[CH:37]/[C:38](O)=[O:39], predict the reaction product. (5) Given the reactants [F:1][C:2]1[CH:3]=[C:4]([C:8]2[CH:9]=[C:10]([CH:14]=[C:15]([O:17][CH3:18])[CH:16]=2)[C:11]([OH:13])=O)[CH:5]=[CH:6][CH:7]=1.C(Cl)(C(Cl)=O)=O.CN(C=O)C.[NH2:30][C:31]1[C:32]([CH3:39])=[C:33]([OH:38])[CH:34]=[CH:35][C:36]=1[CH3:37], predict the reaction product. The product is: [F:1][C:2]1[CH:3]=[C:4]([C:8]2[CH:9]=[C:10]([CH:14]=[C:15]([O:17][CH3:18])[CH:16]=2)[C:11]([NH:30][C:31]2[C:36]([CH3:37])=[CH:35][CH:34]=[C:33]([OH:38])[C:32]=2[CH3:39])=[O:13])[CH:5]=[CH:6][CH:7]=1. (6) Given the reactants Cl[CH2:2][C:3]1[N:7]([CH2:8][CH3:9])[N:6]=[CH:5][CH:4]=1.[C-:10]#[N:11].[K+], predict the reaction product. The product is: [CH2:8]([N:7]1[C:3]([CH2:2][C:10]#[N:11])=[CH:4][CH:5]=[N:6]1)[CH3:9]. (7) Given the reactants [O:1]1[C:5]2[CH:6]=[CH:7][CH:8]=[CH:9][C:4]=2[CH:3]=[C:2]1[CH:10]=O.CN.CC(O)=O.[BH3-][C:19]#[N:20].[Na+], predict the reaction product. The product is: [CH3:19][NH:20][CH2:10][C:2]1[O:1][C:5]2[CH:6]=[CH:7][CH:8]=[CH:9][C:4]=2[CH:3]=1.